Dataset: Forward reaction prediction with 1.9M reactions from USPTO patents (1976-2016). Task: Predict the product of the given reaction. (1) Given the reactants [CH3:1][O-:2].[Na+].[F:4][C:5]1[CH:6]=[C:7]([CH:10]=[C:11](F)[CH:12]=1)[C:8]#[N:9], predict the reaction product. The product is: [F:4][C:5]1[CH:6]=[C:7]([CH:10]=[C:11]([O:2][CH3:1])[CH:12]=1)[C:8]#[N:9]. (2) Given the reactants [C:1]([O:4][C:5]([CH3:8])([CH3:7])[CH3:6])(=[O:3])[CH3:2].C(NC(C)C)(C)C.[Li]CCCC.[CH3:21][CH:22]([CH3:32])[C:23](=[O:31])[CH2:24][CH2:25][C:26]1[CH:30]=[CH:29][S:28][CH:27]=1, predict the reaction product. The product is: [C:5]([O:4][C:1](=[O:3])[CH2:2][C:23]([OH:31])([CH2:24][CH2:25][C:26]1[CH:30]=[CH:29][S:28][CH:27]=1)[CH:22]([CH3:21])[CH3:32])([CH3:8])([CH3:7])[CH3:6].